From a dataset of Forward reaction prediction with 1.9M reactions from USPTO patents (1976-2016). Predict the product of the given reaction. (1) Given the reactants [CH3:1][O:2][C:3](=[O:12])[C:4]1[CH:9]=[CH:8][C:7]([CH3:10])=[N:6][C:5]=1Cl.[F:13][C:14]([F:25])([F:24])[C:15]1[CH:20]=[CH:19][C:18](B(O)O)=[CH:17][CH:16]=1.C(=O)([O-])[O-].[Na+].[Na+].C(OCC)(=O)C, predict the reaction product. The product is: [CH3:1][O:2][C:3](=[O:12])[C:4]1[CH:9]=[CH:8][C:7]([CH3:10])=[N:6][C:5]=1[C:18]1[CH:19]=[CH:20][C:15]([C:14]([F:25])([F:24])[F:13])=[CH:16][CH:17]=1. (2) Given the reactants [NH2:1][C:2]1[CH:3]=[CH:4][C:5]([Cl:18])=[C:6]([C@:8]2([CH3:17])[C:13]([F:15])([F:14])[CH2:12][O:11][C:10]([NH2:16])=[N:9]2)[CH:7]=1.[Cl:19][C:20]1[CH:21]=[CH:22][C:23]([C:26](O)=[O:27])=[N:24][CH:25]=1, predict the reaction product. The product is: [NH2:16][C:10]1[O:11][CH2:12][C:13]([F:14])([F:15])[C@:8]([C:6]2[CH:7]=[C:2]([NH:1][C:26]([C:23]3[CH:22]=[CH:21][C:20]([Cl:19])=[CH:25][N:24]=3)=[O:27])[CH:3]=[CH:4][C:5]=2[Cl:18])([CH3:17])[N:9]=1.